This data is from Peptide-MHC class II binding affinity with 134,281 pairs from IEDB. The task is: Regression. Given a peptide amino acid sequence and an MHC pseudo amino acid sequence, predict their binding affinity value. This is MHC class II binding data. (1) The peptide sequence is ANQFNKAISQIQESL. The MHC is DRB1_1101 with pseudo-sequence DRB1_1101. The binding affinity (normalized) is 0.422. (2) The peptide sequence is MKNIFMLTLFILIIT. The MHC is HLA-DPA10201-DPB11401 with pseudo-sequence HLA-DPA10201-DPB11401. The binding affinity (normalized) is 0.445. (3) The peptide sequence is KKTRNMTMSMSMILVGV. The MHC is DRB3_0202 with pseudo-sequence DRB3_0202. The binding affinity (normalized) is 0.872.